Dataset: Reaction yield outcomes from USPTO patents with 853,638 reactions. Task: Predict the reaction yield, written as a fraction of the theoretical maximum amount of product (1.0 means a 100% yield; for example, 0.34 means a 34% yield). (1) The catalyst is CS(C)=O. The reactants are [Cl:1][C:2]1[CH:7]=[CH:6][CH:5]=[CH:4][C:3]=1[C:8]#[C:9][C:10]1[S:23][C:13]2[C:14]3[CH:22]=[N:21][CH:20]=[CH:19][C:15]=3[O:16][CH2:17][CH2:18][C:12]=2[CH:11]=1.[N-:24]=[N+:25]=[N-:26].[Na+].O. The yield is 0.180. The product is [S:23]1[C:13]2[C:14]3[CH:22]=[N:21][CH:20]=[CH:19][C:15]=3[O:16][CH2:17][CH2:18][C:12]=2[CH:11]=[C:10]1[C:9]1[C:8]([C:3]2[CH:4]=[CH:5][CH:6]=[CH:7][C:2]=2[Cl:1])=[N:26][NH:25][N:24]=1. (2) The yield is 1.00. The catalyst is O1CCCC1. The reactants are [H-].[Al+3].[Li+].[H-].[H-].[H-].[C:7]([C:9]1[CH:10]=[C:11]([C:15]2[CH:16]=[C:17]3[C:21](=[CH:22][CH:23]=2)[CH2:20][CH:19]([NH:24][S:25]([CH:28]([CH3:30])[CH3:29])(=[O:27])=[O:26])[CH2:18]3)[CH:12]=[CH:13][CH:14]=1)#[N:8]. The product is [NH2:8][CH2:7][C:9]1[CH:10]=[C:11]([C:15]2[CH:16]=[C:17]3[C:21](=[CH:22][CH:23]=2)[CH2:20][CH:19]([NH:24][S:25]([CH:28]([CH3:30])[CH3:29])(=[O:27])=[O:26])[CH2:18]3)[CH:12]=[CH:13][CH:14]=1. (3) The product is [O:13]1[C:12]2([CH2:17][CH2:18][C:9]([C:4]3[C:3]([C:2]([F:20])([F:1])[F:21])=[CH:8][CH:7]=[CH:6][N:5]=3)=[CH:10][CH2:11]2)[O:16][CH2:15][CH2:14]1. The yield is 0.800. The reactants are [F:1][C:2]([F:21])([F:20])[C:3]1[C:4]([C:9]2(O)[CH2:18][CH2:17][C:12]3([O:16][CH2:15][CH2:14][O:13]3)[CH2:11][CH2:10]2)=[N:5][CH:6]=[CH:7][CH:8]=1.CCN(S(F)(F)F)CC. The catalyst is C(Cl)Cl. (4) The reactants are [Cl:1][C:2]1[CH:33]=[CH:32][C:5]([CH2:6][CH2:7][NH:8][C:9]([C:11]2[CH:31]=[CH:30][C:14]([O:15][C:16]3[CH:21]=[CH:20][C:19]([CH2:22][C:23]([O:25]C(C)(C)C)=[O:24])=[CH:18][CH:17]=3)=[CH:13][CH:12]=2)=[O:10])=[CH:4][CH:3]=1.C(O)(C(F)(F)F)=O. The catalyst is C(Cl)Cl. The product is [Cl:1][C:2]1[CH:3]=[CH:4][C:5]([CH2:6][CH2:7][NH:8][C:9]([C:11]2[CH:12]=[CH:13][C:14]([O:15][C:16]3[CH:21]=[CH:20][C:19]([CH2:22][C:23]([OH:25])=[O:24])=[CH:18][CH:17]=3)=[CH:30][CH:31]=2)=[O:10])=[CH:32][CH:33]=1. The yield is 0.970. (5) The reactants are Cl[C:2]1[CH:7]=[C:6]([C:8]2[CH:13]=[C:12]([Cl:14])[CH:11]=[CH:10][C:9]=2[CH3:15])[N:5]=[C:4]([CH3:16])[N:3]=1.[NH2:17][C:18]1[CH:26]=[C:25]2[C:21]([CH:22]=[N:23][NH:24]2)=[CH:20][CH:19]=1. No catalyst specified. The product is [Cl:14][C:12]1[CH:11]=[CH:10][C:9]([CH3:15])=[C:8]([C:6]2[N:5]=[C:4]([CH3:16])[N:3]=[C:2]([NH:17][C:18]3[CH:26]=[C:25]4[C:21]([CH:22]=[N:23][NH:24]4)=[CH:20][CH:19]=3)[CH:7]=2)[CH:13]=1. The yield is 0.640. (6) The reactants are [F:1][C@H:2]1[C@H:7]([O:8][C:9]2[CH:14]=[CH:13][C:12]([N+:15]([O-])=O)=[CH:11][C:10]=2[C:18]([F:21])([F:20])[F:19])[CH2:6][CH2:5][N:4]([C:22]([O:24][C:25]([CH3:28])([CH3:27])[CH3:26])=[O:23])[CH2:3]1. The catalyst is CCO.[Pd]. The product is [NH2:15][C:12]1[CH:13]=[CH:14][C:9]([O:8][C@@H:7]2[CH2:6][CH2:5][N:4]([C:22]([O:24][C:25]([CH3:28])([CH3:27])[CH3:26])=[O:23])[CH2:3][C@H:2]2[F:1])=[C:10]([C:18]([F:21])([F:19])[F:20])[CH:11]=1. The yield is 0.820.